This data is from Reaction yield outcomes from USPTO patents with 853,638 reactions. The task is: Predict the reaction yield, written as a fraction of the theoretical maximum amount of product (1.0 means a 100% yield; for example, 0.34 means a 34% yield). The product is [NH2:32][C:28]1[CH:27]=[C:26]([S:23]([NH:22][C:20]([C:5]2[C:6]([O:10][C:11]3[C:12]([CH3:19])=[CH:13][C:14]([CH3:18])=[CH:15][C:16]=3[CH3:17])=[N:7][C:8]([CH3:9])=[C:3]([C:1]#[N:2])[CH:4]=2)=[O:21])(=[O:24])=[O:25])[CH:31]=[CH:30][CH:29]=1. The reactants are [C:1]([C:3]1[CH:4]=[C:5]([C:20]([NH:22][S:23]([C:26]2[CH:31]=[CH:30][CH:29]=[C:28]([N+:32]([O-])=O)[CH:27]=2)(=[O:25])=[O:24])=[O:21])[C:6]([O:10][C:11]2[C:16]([CH3:17])=[CH:15][C:14]([CH3:18])=[CH:13][C:12]=2[CH3:19])=[N:7][C:8]=1[CH3:9])#[N:2].[H][H]. The catalyst is CO.[Pd]. The yield is 0.150.